This data is from Choline transporter screen with 302,306 compounds. The task is: Binary Classification. Given a drug SMILES string, predict its activity (active/inactive) in a high-throughput screening assay against a specified biological target. (1) The molecule is s1cc(C2CC(OC(=C2)C(=O)Nc2ccccc2)OCCCCO)c2c1cccc2. The result is 0 (inactive). (2) The molecule is O=C(NNC(=O)Cc1ccc(OC)cc1)CCc1ccccc1. The result is 0 (inactive). (3) The drug is O=C(Nc1cc(OC)ccc1)Cn1c(CCC(O)=O)ccc1c1ccccc1. The result is 0 (inactive).